Dataset: Forward reaction prediction with 1.9M reactions from USPTO patents (1976-2016). Task: Predict the product of the given reaction. (1) Given the reactants [F:1][C:2]([F:7])([F:6])[S:3]([O-:5])=[O:4].[Na+].F[B-](F)(F)F.[F:14][C:15]1[CH:20]=[CH:19][CH:18]=[CH:17][C:16]=1[I+][C:16]1[CH:17]=[CH:18][CH:19]=[CH:20][C:15]=1[F:14], predict the reaction product. The product is: [F:14][C:15]1[CH:20]=[CH:19][CH:18]=[CH:17][C:16]=1[S:3]([C:2]([F:7])([F:6])[F:1])(=[O:5])=[O:4]. (2) The product is: [CH3:24][O:25][C:26]1[CH:27]=[CH:28][C:29]([CH2:30][C:31]2[CH:32]=[C:33]3[C:38](=[C:39]4[CH:44]=[CH:43][CH:42]=[CH:41][C:40]=24)[N:37]=[CH:36][NH:35][C:34]3=[O:45])=[CH:46][CH:47]=1.[CH3:24][O:25][C:26]1[CH:27]=[CH:28][C:29]([CH2:30][C:31]2[CH:32]=[C:33]3[C:38](=[C:39]4[CH:44]=[CH:43][CH:42]=[CH:41][C:40]=24)[N:37]=[CH:36][N:35]([C:5]2[CH:6]=[N:7][CH:2]=[CH:3][CH:4]=2)[C:34]3=[O:45])=[CH:46][CH:47]=1. Given the reactants Cl[C:2]1[N:7]=[CH:6][C:5](CC2C=C3C(=C4C=CC=CC=24)N=CNC3=O)=[CH:4][CH:3]=1.[CH3:24][O:25][C:26]1[CH:47]=[CH:46][C:29]([CH2:30][C:31]2[CH:32]=[C:33]3[C:38](=[C:39]4[CH:44]=[CH:43][CH:42]=[CH:41][C:40]=24)[N:37]=[CH:36][NH:35][C:34]3=[O:45])=[CH:28][CH:27]=1.IC1C=NC=CC=1.C(=O)([O-])[O-].[Cs+].[Cs+].CN(C)[C@@H]1CCCC[C@H]1N, predict the reaction product. (3) The product is: [Cl:1][C:2]1[N:3]=[C:4]([N:20]2[CH2:21][CH2:22][O:23][CH2:24][CH2:25]2)[C:5]2[S:10][C:9]([C:11]3[CH:12]=[C:13]([CH:17]=[CH:18][CH:19]=3)[C:14]([NH:26][CH2:27][C@@H:28]([OH:30])[CH3:29])=[O:15])=[CH:8][C:6]=2[N:7]=1. Given the reactants [Cl:1][C:2]1[N:3]=[C:4]([N:20]2[CH2:25][CH2:24][O:23][CH2:22][CH2:21]2)[C:5]2[S:10][C:9]([C:11]3[CH:12]=[C:13]([CH:17]=[CH:18][CH:19]=3)[C:14](O)=[O:15])=[CH:8][C:6]=2[N:7]=1.[NH2:26][CH2:27][C@@H:28]([OH:30])[CH3:29], predict the reaction product. (4) Given the reactants [NH:1]1[C:9]2[C:4](=[CH:5][CH:6]=[C:7]([NH2:10])[CH:8]=2)[CH:3]=[N:2]1.[C:11]([C:15]1[CH:20]=[CH:19][C:18]([S:21](Cl)(=[O:23])=[O:22])=[CH:17][CH:16]=1)([CH3:14])([CH3:13])[CH3:12], predict the reaction product. The product is: [C:11]([C:15]1[CH:20]=[CH:19][C:18]([S:21]([NH:10][C:7]2[CH:8]=[C:9]3[C:4]([CH:3]=[N:2][NH:1]3)=[CH:5][CH:6]=2)(=[O:23])=[O:22])=[CH:17][CH:16]=1)([CH3:14])([CH3:12])[CH3:13]. (5) Given the reactants BrCC1N=C(C2C=CC=C(OC(F)F)C=2)C(OCC)=NC=1.Br[C:23]1[C:24]([O:31][CH3:32])=[N:25][CH:26]=[C:27]([CH:30]=1)[CH:28]=[O:29].[Cl:33][C:34]1[CH:35]=[C:36](B(O)O)[CH:37]=[CH:38][CH:39]=1, predict the reaction product. The product is: [Cl:33][C:34]1[CH:39]=[C:38]([C:23]2[C:24]([O:31][CH3:32])=[N:25][CH:26]=[C:27]([CH:30]=2)[CH:28]=[O:29])[CH:37]=[CH:36][CH:35]=1.